From a dataset of Full USPTO retrosynthesis dataset with 1.9M reactions from patents (1976-2016). Predict the reactants needed to synthesize the given product. (1) The reactants are: [CH3:1][C:2]1[C:6]2[CH:7]=[C:8]([C:11]([F:14])([F:13])[F:12])[CH:9]=[CH:10][C:5]=2[S:4][C:3]=1[CH:15]([CH2:22][CH2:23][CH2:24][CH3:25])[CH2:16][C:17](OCC)=[O:18].[H-].C([Al+]CC(C)C)C(C)C.O. Given the product [CH3:1][C:2]1[C:6]2[CH:7]=[C:8]([C:11]([F:14])([F:12])[F:13])[CH:9]=[CH:10][C:5]=2[S:4][C:3]=1[CH:15]([CH2:22][CH2:23][CH2:24][CH3:25])[CH2:16][CH2:17][OH:18], predict the reactants needed to synthesize it. (2) Given the product [Br:27][C:22]1[C:23]([CH3:26])=[N:24][O:25][C:21]=1[NH:20][S:2]([C:5]1[S:6][C:7]([C:10]2[CH:15]=[CH:14][C:13]([C:16]([O:18][CH3:19])=[O:17])=[CH:12][CH:11]=2)=[CH:8][CH:9]=1)(=[O:4])=[O:3], predict the reactants needed to synthesize it. The reactants are: Cl[S:2]([C:5]1[S:6][C:7]([C:10]2[CH:15]=[CH:14][C:13]([C:16]([O:18][CH3:19])=[O:17])=[CH:12][CH:11]=2)=[CH:8][CH:9]=1)(=[O:4])=[O:3].[NH2:20][C:21]1[O:25][N:24]=[C:23]([CH3:26])[C:22]=1[Br:27]. (3) Given the product [N:16]1[CH:17]=[CH:18][C:13]([N:8]2[CH2:9][CH2:10][C:5]3([O:4][CH2:3][CH2:2][O:1]3)[CH2:6][CH2:7]2)=[CH:14][CH:15]=1, predict the reactants needed to synthesize it. The reactants are: [O:1]1[C:5]2([CH2:10][CH2:9][NH:8][CH2:7][CH2:6]2)[O:4][CH2:3][CH2:2]1.Cl.Br[C:13]1[CH:18]=[CH:17][N:16]=[CH:15][CH:14]=1.CCN(C(C)C)C(C)C. (4) Given the product [OH:14][C@@H:2]([CH2:3][C:4]1[CH:9]=[CH:8][CH:7]=[CH:6][CH:5]=1)[C:10]([OH:12])=[O:11], predict the reactants needed to synthesize it. The reactants are: N[C@H:2]([C:10]([OH:12])=[O:11])[CH2:3][C:4]1[CH:9]=[CH:8][CH:7]=[CH:6][CH:5]=1.S(=O)(=O)(O)[OH:14].N([O-])=O.[Na+].COC(C)(C)C. (5) Given the product [Cl:1][C:2]1[CH:3]=[C:4]([N:11]2[C:20]3[C:15](=[CH:16][C:17]([S:21]([NH:24][C:25]4[CH:29]=[CH:28][O:27][N:26]=4)(=[O:23])=[O:22])=[CH:18][CH:19]=3)[CH:14]=[CH:13][C:12]2=[O:30])[C:5]([O:9][CH3:10])=[N:6][C:7]=1[N:35]1[CH2:36][C:33]([F:37])([F:32])[CH2:34]1, predict the reactants needed to synthesize it. The reactants are: [Cl:1][C:2]1[CH:3]=[C:4]([N:11]2[C:20]3[C:15](=[CH:16][C:17]([S:21]([NH:24][C:25]4[CH:29]=[CH:28][O:27][N:26]=4)(=[O:23])=[O:22])=[CH:18][CH:19]=3)[CH:14]=[CH:13][C:12]2=[O:30])[C:5]([O:9][CH3:10])=[N:6][C:7]=1Cl.Cl.[F:32][C:33]1([F:37])[CH2:36][NH:35][CH2:34]1.C(=O)([O-])[O-].[K+].[K+]. (6) Given the product [Cl:1][C:2]1[N:3]=[C:4]([C:9]([NH:11][C:12]2[CH:17]=[CH:16][C:15]([C:18]3[S:19][C:20]([C:24]([OH:26])=[O:25])=[C:21]([CH3:23])[N:22]=3)=[CH:14][CH:13]=2)=[O:10])[NH:5][C:6]=1[CH2:7][CH3:8], predict the reactants needed to synthesize it. The reactants are: [Cl:1][C:2]1[N:3]=[C:4]([C:9]([NH:11][C:12]2[CH:17]=[CH:16][C:15]([C:18]3[S:19][C:20]([C:24]([O:26]CC)=[O:25])=[C:21]([CH3:23])[N:22]=3)=[CH:14][CH:13]=2)=[O:10])[NH:5][C:6]=1[CH2:7][CH3:8].[OH-].[Li+].CO. (7) Given the product [CH2:1]([O:3][C:4](=[O:29])[CH2:5][CH2:6][C:7]1[CH:12]=[CH:11][C:10]([O:13][CH2:14][CH2:15][C:16]2[N:17]=[C:18]([C:22]3[CH:23]=[CH:24][CH:25]=[CH:26][CH:27]=3)[O:19][C:20]=2[CH3:21])=[CH:9][C:8]=1[OH:28])[CH3:2], predict the reactants needed to synthesize it. The reactants are: [CH2:1]([O:3][C:4](=[O:29])[CH:5]=[CH:6][C:7]1[CH:12]=[CH:11][C:10]([O:13][CH2:14][CH2:15][C:16]2[N:17]=[C:18]([C:22]3[CH:27]=[CH:26][CH:25]=[CH:24][CH:23]=3)[O:19][C:20]=2[CH3:21])=[CH:9][C:8]=1[OH:28])[CH3:2].